From a dataset of CYP2C19 inhibition data for predicting drug metabolism from PubChem BioAssay. Regression/Classification. Given a drug SMILES string, predict its absorption, distribution, metabolism, or excretion properties. Task type varies by dataset: regression for continuous measurements (e.g., permeability, clearance, half-life) or binary classification for categorical outcomes (e.g., BBB penetration, CYP inhibition). Dataset: cyp2c19_veith. (1) The compound is N#Cc1ccc(CN2CC3(CCN(C(=O)c4csnn4)CC3)C2)cc1. The result is 0 (non-inhibitor). (2) The compound is Clc1ccc(CO[C@@H](Cn2ccnc2)c2ccc(Cl)cc2Cl)cc1. The result is 1 (inhibitor). (3) The drug is C=CCn1c(O)c(C=NCCN(C)C)c(=O)[nH]c1=O. The result is 1 (inhibitor). (4) The molecule is CCOc1cc(/C=N/n2cnnc2)ccc1OC(=O)c1cccc([N+](=O)[O-])c1. The result is 1 (inhibitor). (5) The drug is O=[N+]([O-])c1cccc(-c2nnn(C34CC5CC(CC(C5)C3)C4)n2)c1. The result is 1 (inhibitor). (6) The compound is Oc1ccc2c3c1O[C@H]1c4oc5ccccc5c4C[C@]4(O)[C@H](C2)N(CC2CC2)CC[C@@]314. The result is 0 (non-inhibitor). (7) The compound is CS(=O)(=O)O.CSc1ccc2c(c1)[C@H](N1CCN(C)CC1)Cc1ccccc1S2. The result is 0 (non-inhibitor). (8) The drug is Cc1cccc(CNc2nc(-c3ccc4c(c3)OCO4)nc3ccccc23)c1. The result is 1 (inhibitor). (9) The drug is O=C(O)CSCC(=O)O. The result is 0 (non-inhibitor). (10) The drug is CCN(CC)c1ncnc2c1ncn2[C@@H]1O[C@@H](COP(=O)([O-])OP(=O)([O-])C(Br)(Br)P(=O)([O-])O)[C@H](O)[C@@H]1O.[Na+].[Na+].[Na+]. The result is 0 (non-inhibitor).